From a dataset of Full USPTO retrosynthesis dataset with 1.9M reactions from patents (1976-2016). Predict the reactants needed to synthesize the given product. (1) Given the product [CH2:18]([N:25]1[CH:29]=[C:28]([C:30]2([C:31]#[N:32])[CH2:6][CH2:5][O:4][CH2:3][CH2:2]2)[CH:27]=[C:26]1[C:33]([O:35][CH3:36])=[O:34])[C:19]1[CH:20]=[CH:21][CH:22]=[CH:23][CH:24]=1, predict the reactants needed to synthesize it. The reactants are: I[CH2:2][CH2:3][O:4][CH2:5][CH2:6]I.[Li+].C[Si]([N-][Si](C)(C)C)(C)C.[CH2:18]([N:25]1[CH:29]=[C:28]([CH2:30][C:31]#[N:32])[CH:27]=[C:26]1[C:33]([O:35][CH3:36])=[O:34])[C:19]1[CH:24]=[CH:23][CH:22]=[CH:21][CH:20]=1.[Cl-].[NH4+]. (2) Given the product [OH:10][CH:8]([C:7]1[CH:6]=[CH:5][N:4]=[CH:3][C:2]=1[C:18]1[CH:19]=[CH:20][C:15]2[O:14][C:13](=[O:30])[N:12]([CH3:11])[C:16]=2[CH:17]=1)[CH3:9], predict the reactants needed to synthesize it. The reactants are: Br[C:2]1[CH:3]=[N:4][CH:5]=[CH:6][C:7]=1[CH:8]([OH:10])[CH3:9].[CH3:11][N:12]1[C:16]2[CH:17]=[C:18](B3OC(C)(C)C(C)(C)O3)[CH:19]=[CH:20][C:15]=2[O:14][C:13]1=[O:30].C(=O)([O-])[O-].[Na+].[Na+].